Dataset: Reaction yield outcomes from USPTO patents with 853,638 reactions. Task: Predict the reaction yield, written as a fraction of the theoretical maximum amount of product (1.0 means a 100% yield; for example, 0.34 means a 34% yield). (1) The reactants are [C:1]([O:5][C:6]([NH:8][CH:9]([C:29]([CH3:32])([CH3:31])[CH3:30])[C:10]([N:12]1[CH2:16][CH:15]([OH:17])[CH2:14][CH:13]1[C:18]([NH:20][C:21]1([C:26]([OH:28])=[O:27])[CH2:23][CH:22]1[CH2:24][CH3:25])=[O:19])=[O:11])=[O:7])([CH3:4])([CH3:3])[CH3:2].CC([O-])(C)C.[K+].Cl[C:40]1[C:49]2[C:44](=[CH:45][C:46]([O:50][CH3:51])=[CH:47][CH:48]=2)[N:43]=[N:42][CH:41]=1. The catalyst is C1COCC1.CCOC(C)=O. The product is [C:1]([O:5][C:6]([NH:8][CH:9]([C:29]([CH3:31])([CH3:30])[CH3:32])[C:10]([N:12]1[CH2:16][CH:15]([O:17][C:40]2[C:49]3[C:44](=[CH:45][C:46]([O:50][CH3:51])=[CH:47][CH:48]=3)[N:43]=[N:42][CH:41]=2)[CH2:14][CH:13]1[C:18]([NH:20][C:21]1([C:26]([OH:28])=[O:27])[CH2:23][CH:22]1[CH2:24][CH3:25])=[O:19])=[O:11])=[O:7])([CH3:4])([CH3:2])[CH3:3]. The yield is 0.570. (2) The reactants are N1([C:6](N2C=CN=C2)=[O:7])C=CN=C1.[CH2:13]([OH:18])[CH2:14][CH2:15][CH2:16][CH3:17].[CH3:19][S:20]([C:23]1[CH:28]=[CH:27][C:26]([N:29]2[C:33]3=[N:34][CH:35]=[N:36][C:37]([O:38][CH:39]4[CH2:44][CH2:43][NH:42][CH2:41][CH2:40]4)=[C:32]3[CH:31]=[N:30]2)=[CH:25][CH:24]=1)(=[O:22])=[O:21].C(N(CC)CC)C. The catalyst is CS(C)=O. The product is [CH2:13]([O:18][C:6]([N:42]1[CH2:43][CH2:44][CH:39]([O:38][C:37]2[N:36]=[CH:35][N:34]=[C:33]3[N:29]([C:26]4[CH:27]=[CH:28][C:23]([S:20]([CH3:19])(=[O:21])=[O:22])=[CH:24][CH:25]=4)[N:30]=[CH:31][C:32]=23)[CH2:40][CH2:41]1)=[O:7])[CH2:14][CH2:15][CH2:16][CH3:17]. The yield is 0.320.